From a dataset of Full USPTO retrosynthesis dataset with 1.9M reactions from patents (1976-2016). Predict the reactants needed to synthesize the given product. (1) Given the product [C:1]([C:5]1[CH:6]=[C:7]([NH:18][C:19](=[O:49])[NH:20][CH2:21][C:22]2[CH:48]=[CH:47][CH:46]=[CH:45][C:23]=2[CH2:24][O:25][C:26]2[CH:31]=[C:30]([CH3:32])[N:29]([C:33]3[CH:34]=[C:35]([CH:39]=[CH:40][C:41]=3[CH3:42])[C:36]([NH:50][CH2:51][CH:52]([OH:55])[CH2:53][OH:54])=[O:38])[C:28](=[O:43])[C:27]=2[Cl:44])[N:8]([C:10]2[CH:15]=[CH:14][C:13]([OH:16])=[C:12]([Cl:17])[CH:11]=2)[N:9]=1)([CH3:3])([CH3:4])[CH3:2], predict the reactants needed to synthesize it. The reactants are: [C:1]([C:5]1[CH:6]=[C:7]([NH:18][C:19](=[O:49])[NH:20][CH2:21][C:22]2[CH:48]=[CH:47][CH:46]=[CH:45][C:23]=2[CH2:24][O:25][C:26]2[CH:31]=[C:30]([CH3:32])[N:29]([C:33]3[CH:34]=[C:35]([CH:39]=[CH:40][C:41]=3[CH3:42])[C:36]([OH:38])=O)[C:28](=[O:43])[C:27]=2[Cl:44])[N:8]([C:10]2[CH:15]=[CH:14][C:13]([OH:16])=[C:12]([Cl:17])[CH:11]=2)[N:9]=1)([CH3:4])([CH3:3])[CH3:2].[NH2:50][CH2:51][CH:52]([OH:55])[CH2:53][OH:54].CCN=C=NCCCN(C)C. (2) Given the product [C:40]([N:8]1[C:6]2[C:5](=[CH:4][CH:3]=[C:2]([Cl:1])[CH:7]=2)[C:10]2([CH:15]([C:16]3[CH:21]=[CH:20][CH:19]=[C:18]([Cl:22])[CH:17]=3)[CH2:14][CH2:13][NH:12][CH:11]2[C:23]2[CH:28]=[CH:27][CH:26]=[C:25]([F:29])[CH:24]=2)[C:9]1=[O:30])(=[O:47])[C:41]1[CH:46]=[CH:45][CH:44]=[CH:43][CH:42]=1, predict the reactants needed to synthesize it. The reactants are: [Cl:1][C:2]1[CH:7]=[C:6]2[NH:8][C:9](=[O:30])[C:10]3([CH:15]([C:16]4[CH:21]=[CH:20][CH:19]=[C:18]([Cl:22])[CH:17]=4)[CH2:14][CH2:13][NH:12][CH:11]3[C:23]3[CH:28]=[CH:27][CH:26]=[C:25]([F:29])[CH:24]=3)[C:5]2=[CH:4][CH:3]=1.C(N(C(C)C)C(C)C)C.[C:40](Cl)(=[O:47])[C:41]1[CH:46]=[CH:45][CH:44]=[CH:43][CH:42]=1. (3) Given the product [Cl:25][C:20]1[CH:19]=[C:18]([CH:3]([CH:4]([OH:5])[C:6]2[CH:11]=[CH:10][CH:9]=[C:8]([N:12]3[CH2:13][CH2:14][O:15][CH2:16][CH2:17]3)[CH:7]=2)[CH2:2][NH:1][C:26](=[O:30])[O:27][CH2:28][CH3:29])[CH:23]=[CH:22][C:21]=1[Cl:24], predict the reactants needed to synthesize it. The reactants are: [NH2:1][CH2:2][CH:3]([C:18]1[CH:23]=[CH:22][C:21]([Cl:24])=[C:20]([Cl:25])[CH:19]=1)[CH:4]([C:6]1[CH:11]=[CH:10][CH:9]=[C:8]([N:12]2[CH2:17][CH2:16][O:15][CH2:14][CH2:13]2)[CH:7]=1)[OH:5].[C:26](Cl)(=[O:30])[O:27][CH2:28][CH3:29]. (4) The reactants are: Cl[CH2:2][CH2:3][O:4][C:5]1[C:13]2[C:8](=[N:9][CH:10]=[N:11][C:12]=2[NH:14][C:15]2[CH:20]=[CH:19][C:18]([O:21][CH2:22][C:23]3[CH:28]=[CH:27][CH:26]=[CH:25][N:24]=3)=[C:17]([Cl:29])[CH:16]=2)[NH:7][N:6]=1.[CH3:30][O:31][CH:32]1[CH2:37][CH2:36][NH:35][CH2:34][CH2:33]1. Given the product [Cl:29][C:17]1[CH:16]=[C:15]([NH:14][C:12]2[N:11]=[CH:10][N:9]=[C:8]3[NH:7][N:6]=[C:5]([O:4][CH2:3][CH2:2][N:35]4[CH2:36][CH2:37][CH:32]([O:31][CH3:30])[CH2:33][CH2:34]4)[C:13]=23)[CH:20]=[CH:19][C:18]=1[O:21][CH2:22][C:23]1[CH:28]=[CH:27][CH:26]=[CH:25][N:24]=1, predict the reactants needed to synthesize it. (5) The reactants are: [C:1]([O:5][C:6](=[O:25])[NH:7][C:8]1[CH:13]=[C:12]([O:14][CH2:15][C:16]([F:19])([F:18])[F:17])[C:11]([C:20]([F:23])([F:22])[F:21])=[CH:10][C:9]=1[NH2:24])([CH3:4])([CH3:3])[CH3:2].C([O:30][C:31](=O)[CH2:32][C:33]([C:35]1[CH:40]=[CH:39][CH:38]=[C:37]([C:41]2[CH:46]=[CH:45][N:44]=[C:43]([CH:47]([CH3:49])[CH3:48])[CH:42]=2)[CH:36]=1)=[O:34])(C)(C)C. Given the product [C:1]([O:5][C:6](=[O:25])[NH:7][C:8]1[CH:13]=[C:12]([O:14][CH2:15][C:16]([F:18])([F:17])[F:19])[C:11]([C:20]([F:22])([F:23])[F:21])=[CH:10][C:9]=1[NH:24][C:31](=[O:30])[CH2:32][C:33]([C:35]1[CH:40]=[CH:39][CH:38]=[C:37]([C:41]2[CH:46]=[CH:45][N:44]=[C:43]([CH:47]([CH3:48])[CH3:49])[CH:42]=2)[CH:36]=1)=[O:34])([CH3:4])([CH3:2])[CH3:3], predict the reactants needed to synthesize it. (6) Given the product [N:20]1[CH:21]=[CH:22][CH:23]=[CH:24][C:19]=1[N:17]1[C:12]([OH:14])=[C:3]2[C:2]([CH2:11][CH2:10][C:9]3[CH:8]=[CH:7][CH:6]=[CH:5][C:4]=32)=[N:18]1, predict the reactants needed to synthesize it. The reactants are: O=[C:2]1[CH2:11][CH2:10][C:9]2[C:4](=[CH:5][CH:6]=[CH:7][CH:8]=2)[CH:3]1[C:12]([O:14]CC)=O.[NH:17]([C:19]1[CH:24]=[CH:23][CH:22]=[CH:21][N:20]=1)[NH2:18]. (7) Given the product [CH3:54][O:53][CH2:52][C:37]1[CH:38]=[C:39]([O:40][CH2:41][C:42]2([CH3:46])[CH2:45][O:44][CH2:43]2)[CH:47]=[C:48]([CH2:49][O:50][CH3:51])[C:36]=1[C:5]1[CH:4]=[CH:3][C:2]([F:1])=[C:10]2[C:6]=1[CH2:7][CH2:8][C@H:9]2[O:11][C:12]1[CH:25]=[CH:24][C:15]2[C@H:16]([CH2:19][C:20]([O:22][CH3:23])=[O:21])[CH2:17][O:18][C:14]=2[CH:13]=1, predict the reactants needed to synthesize it. The reactants are: [F:1][C:2]1[CH:3]=[CH:4][C:5](B2OC(C)(C)C(C)(C)O2)=[C:6]2[C:10]=1[C@H:9]([O:11][C:12]1[CH:25]=[CH:24][C:15]3[C@H:16]([CH2:19][C:20]([O:22][CH3:23])=[O:21])[CH2:17][O:18][C:14]=3[CH:13]=1)[CH2:8][CH2:7]2.Br[C:36]1[C:48]([CH2:49][O:50][CH3:51])=[CH:47][C:39]([O:40][CH2:41][C:42]2([CH3:46])[CH2:45][O:44][CH2:43]2)=[CH:38][C:37]=1[CH2:52][O:53][CH3:54].BrC1C=CC(F)=C2C=1CC[C@H]2OC1C=CC2[C@H](CC(OC)=O)COC=2C=1. (8) Given the product [ClH:40].[F:32][C:26]1[CH:27]=[C:28]([F:31])[CH:29]=[CH:30][C:25]=1[N:24]1[CH:20]([C:18]2[CH:17]=[CH:16][N:15]=[C:14]([N:11]3[CH2:10][CH2:9][NH:8][CH2:13][CH2:12]3)[CH:19]=2)[CH2:21][C:22]([C:33]([F:39])([F:38])[C:34]([F:35])([F:36])[F:37])=[N:23]1, predict the reactants needed to synthesize it. The reactants are: C([N:8]1[CH2:13][CH2:12][N:11]([C:14]2[CH:19]=[C:18]([CH:20]3[N:24]([C:25]4[CH:30]=[CH:29][C:28]([F:31])=[CH:27][C:26]=4[F:32])[N:23]=[C:22]([C:33]([F:39])([F:38])[C:34]([F:37])([F:36])[F:35])[CH2:21]3)[CH:17]=[CH:16][N:15]=2)[CH2:10][CH2:9]1)(OC(C)(C)C)=O.[ClH:40]. (9) Given the product [NH3:4].[CH3:34][C:33]([CH3:36])([CH3:35])[C:37]([N:13]1[CH2:12][CH2:11][CH:10]([NH:9][C:7](=[O:8])[C:6]2[CH:16]=[C:2]([F:1])[CH:3]=[N:4][C:5]=2[O:17][C:18]2[CH:23]=[CH:22][CH:21]=[C:20]([S:24][CH3:25])[CH:19]=2)[CH2:15][CH2:14]1)=[O:38], predict the reactants needed to synthesize it. The reactants are: [F:1][C:2]1[CH:3]=[N:4][C:5]([O:17][C:18]2[CH:23]=[CH:22][CH:21]=[C:20]([S:24][CH3:25])[CH:19]=2)=[C:6]([CH:16]=1)[C:7]([NH:9][CH:10]1[CH2:15][CH2:14][NH:13][CH2:12][CH2:11]1)=[O:8].C(N(CC)CC)C.[C:33]([C:37](Cl)=[O:38])([CH3:36])([CH3:35])[CH3:34].Cl.CN(C)CCCN=C=NCC. (10) Given the product [OH:8][CH:9]1[C:17]([CH3:18])([CH3:19])[CH2:16][C:15]2[NH:14][N:13]=[C:12]([C:20]([OH:22])=[O:21])[C:11]=2[CH2:10]1, predict the reactants needed to synthesize it. The reactants are: C([O:8][CH:9]1[C:17]([CH3:19])([CH3:18])[CH2:16][C:15]2[NH:14][N:13]=[C:12]([C:20]([OH:22])=[O:21])[C:11]=2[CH2:10]1)C1C=CC=CC=1.